Dataset: Forward reaction prediction with 1.9M reactions from USPTO patents (1976-2016). Task: Predict the product of the given reaction. (1) Given the reactants [Cl:1][C:2]1[CH:25]=[CH:24][C:5]([CH2:6][N:7]2[C:15]3[C:10](=[CH:11][C:12](/[CH:16]=[C:17]4/[C:18](=[O:23])[NH:19][C:20](=[O:22])[S:21]/4)=[CH:13][CH:14]=3)[CH:9]=[N:8]2)=[C:4]([C:26]([F:29])([F:28])[F:27])[CH:3]=1.O[CH:31]1[CH:36]2[CH2:37][CH2:38][N:33]([CH2:34][CH2:35]2)[CH2:32]1, predict the reaction product. The product is: [N:33]12[CH2:38][CH2:37][CH:36]([CH2:35][CH2:34]1)[CH:31]([N:19]1[C:18](=[O:23])/[C:17](=[CH:16]/[C:12]3[CH:11]=[C:10]4[C:15](=[CH:14][CH:13]=3)[N:7]([CH2:6][C:5]3[CH:24]=[CH:25][C:2]([Cl:1])=[CH:3][C:4]=3[C:26]([F:27])([F:29])[F:28])[N:8]=[CH:9]4)/[S:21][C:20]1=[O:22])[CH2:32]2. (2) Given the reactants CC(OC([N:8]1[CH2:13][CH2:12][CH:11]([CH2:14][C:15]2[CH:16]=[C:17]([CH:21]=[CH:22][CH:23]=2)[C:18]([OH:20])=O)[CH2:10][CH2:9]1)=O)(C)C.[NH2:24][CH2:25][C:26]1[CH:27]=[C:28]([C:32]2[S:36][C:35]([CH2:37][N:38]3[CH2:43][CH2:42][N:41](C(OC(C)(C)C)=O)[C@@H:40]([CH3:51])[CH2:39]3)=[CH:34][CH:33]=2)[CH:29]=[CH:30][CH:31]=1.C(Cl)CCl.C1C=CC2N(O)N=NC=2C=1.C([O-])([O-])=O.[Na+].[Na+], predict the reaction product. The product is: [CH3:51][C@@H:40]1[NH:41][CH2:42][CH2:43][N:38]([CH2:37][C:35]2[S:36][C:32]([C:28]3[CH:27]=[C:26]([CH2:25][NH:24][C:18](=[O:20])[C:17]4[CH:21]=[CH:22][CH:23]=[C:15]([CH2:14][CH:11]5[CH2:10][CH2:9][NH:8][CH2:13][CH2:12]5)[CH:16]=4)[CH:31]=[CH:30][CH:29]=3)=[CH:33][CH:34]=2)[CH2:39]1.